From a dataset of Catalyst prediction with 721,799 reactions and 888 catalyst types from USPTO. Predict which catalyst facilitates the given reaction. (1) Reactant: [CH3:1][O:2][CH2:3][C:4]([CH2:11][O:12][C:13]([CH:16]([CH3:18])[CH3:17])([CH3:15])[CH3:14])([C:7]([CH3:10])([CH3:9])[CH3:8])[CH2:5][OH:6].[H-].[Na+].CI.[CH3:23]CCCCC.C(OCC)(=O)C.C(N(CC)CC)C. Product: [CH3:1][O:2][CH2:3][C:4]([CH2:5][O:6][CH3:23])([C:7]([CH3:8])([CH3:9])[CH3:10])[CH2:11][O:12][C:13]([CH:16]([CH3:18])[CH3:17])([CH3:15])[CH3:14]. The catalyst class is: 1. (2) Reactant: Cl.C(OCC)(=O)C.C([O:12][C:13]1[C:14]([CH2:19][N:20]2[CH2:25][CH2:24][CH:23]([C:26](=[O:35])[CH2:27][C:28]3[CH:33]=[CH:32][CH:31]=[CH:30][C:29]=3[F:34])[CH2:22][CH2:21]2)=[N:15][CH:16]=[CH:17][N:18]=1)(C)(C)C.[OH-].[Na+].C(=O)(O)[O-].[Na+]. Product: [F:34][C:29]1[CH:30]=[CH:31][CH:32]=[CH:33][C:28]=1[CH2:27][C:26]([CH:23]1[CH2:22][CH2:21][N:20]([CH2:19][C:14]2[C:13](=[O:12])[NH:18][CH:17]=[CH:16][N:15]=2)[CH2:25][CH2:24]1)=[O:35]. The catalyst class is: 4.